Task: Predict the product of the given reaction.. Dataset: Forward reaction prediction with 1.9M reactions from USPTO patents (1976-2016) (1) Given the reactants FC(F)(F)C(N)=O.[C:8]1([NH:14][C:15](=[O:28])[C:16]2[CH:21]=[CH:20][CH:19]=[CH:18][C:17]=2[N:22]2[CH2:27][CH2:26][NH:25][CH2:24][CH2:23]2)[CH:13]=[CH:12][CH:11]=[CH:10][CH:9]=1.[CH3:29][C:30]1[CH:34]=[C:33]([CH3:35])[N:32]([CH2:36][C:37](O)=[O:38])[N:31]=1.C(C1NC=CN=1)(C1NC=CN=1)=O, predict the reaction product. The product is: [CH3:29][C:30]1[CH:34]=[C:33]([CH3:35])[N:32]([CH2:36][C:37]([N:25]2[CH2:24][CH2:23][N:22]([C:17]3[CH:18]=[CH:19][CH:20]=[CH:21][C:16]=3[C:15]([NH:14][C:8]3[CH:9]=[CH:10][CH:11]=[CH:12][CH:13]=3)=[O:28])[CH2:27][CH2:26]2)=[O:38])[N:31]=1. (2) Given the reactants C[O:2][C:3](=[O:15])[C:4]1[CH:9]=[C:8]([N:10]=[C:11]=[S:12])[CH:7]=[CH:6][C:5]=1[O:13][CH3:14].[CH:16]([NH:18][NH2:19])=O, predict the reaction product. The product is: [CH3:14][O:13][C:5]1[CH:6]=[CH:7][C:8]([N:10]2[C:11](=[S:12])[NH:19][N:18]=[CH:16]2)=[CH:9][C:4]=1[C:3]([OH:2])=[O:15]. (3) Given the reactants [CH:1]1([N:7]2[CH2:13][C:12]([F:15])([F:14])[C:11](=[O:16])[N:10]([CH3:17])[C:9]3[CH:18]=[N:19][C:20]([NH:22][C:23]4[CH:31]=[CH:30][C:26]([C:27]([OH:29])=O)=[CH:25][C:24]=4[O:32][CH3:33])=[N:21][C:8]2=3)[CH2:6][CH2:5][CH2:4][CH2:3][CH2:2]1.CN(C(ON1N=NC2C=CC=NC1=2)=[N+](C)C)C.F[P-](F)(F)(F)(F)F.[NH2:58][N:59]1[CH2:64][CH2:63][N:62]([CH3:65])[CH2:61][CH2:60]1, predict the reaction product. The product is: [CH:1]1([N:7]2[CH2:13][C:12]([F:14])([F:15])[C:11](=[O:16])[N:10]([CH3:17])[C:9]3[CH:18]=[N:19][C:20]([NH:22][C:23]4[CH:31]=[CH:30][C:26]([C:27]([NH:58][N:59]5[CH2:64][CH2:63][N:62]([CH3:65])[CH2:61][CH2:60]5)=[O:29])=[CH:25][C:24]=4[O:32][CH3:33])=[N:21][C:8]2=3)[CH2:6][CH2:5][CH2:4][CH2:3][CH2:2]1.